From a dataset of Reaction yield outcomes from USPTO patents with 853,638 reactions. Predict the reaction yield, written as a fraction of the theoretical maximum amount of product (1.0 means a 100% yield; for example, 0.34 means a 34% yield). (1) The reactants are [N+](C1C=CC(O[C:11]([CH:13]2[CH2:19][CH2:18][CH2:17][CH2:16][N:15]3[C:20](=[O:30])[CH:21]=[C:22]([C:24]4[CH:29]=[CH:28][N:27]=[CH:26][N:25]=4)[N:23]=[C:14]23)=[O:12])=CC=1)([O-])=O.[CH3:31][O:32][C:33]1[C:38]([NH2:39])=[CH:37][CH:36]=[C:35]([O:40][CH3:41])[N:34]=1. The catalyst is C(#N)C.CN(C)C1C=CN=CC=1.O.ClCCl. The product is [CH3:31][O:32][C:33]1[C:38]([NH:39][C:11]([CH:13]2[CH2:19][CH2:18][CH2:17][CH2:16][N:15]3[C:20](=[O:30])[CH:21]=[C:22]([C:24]4[CH:29]=[CH:28][N:27]=[CH:26][N:25]=4)[N:23]=[C:14]23)=[O:12])=[CH:37][CH:36]=[C:35]([O:40][CH3:41])[N:34]=1. The yield is 0.260. (2) The yield is 0.270. The catalyst is CN1C(=O)CCC1.C(OCC)(=O)C.C(Cl)Cl. The product is [ClH:1].[NH2:27][C@@H:23]1[CH2:24][CH2:25][CH2:26][N:21]([C:2]2[C:7]([C:8]([F:11])([F:10])[F:9])=[CH:6][N:5]=[C:4]3[NH:12][CH:13]=[C:14]([NH:15][C:16](=[O:20])[CH2:17][O:18][CH3:19])[C:3]=23)[CH2:22]1. The reactants are [Cl:1][C:2]1[C:7]([C:8]([F:11])([F:10])[F:9])=[CH:6][N:5]=[C:4]2[NH:12][CH:13]=[C:14]([NH:15][C:16](=[O:20])[CH2:17][O:18][CH3:19])[C:3]=12.[NH:21]1[CH2:26][CH2:25][CH2:24][C@@H:23]([NH:27]C(=O)OC(C)(C)C)[CH2:22]1.CCN(C(C)C)C(C)C.C(O)(C(F)(F)F)=O. (3) The reactants are [N+:1]([C:4]1[CH:5]=[C:6]([C@H:10]([NH:12][C:13](=[O:22])[O:14][CH2:15][C:16]2[CH:21]=[CH:20][CH:19]=[CH:18][CH:17]=2)[CH3:11])[CH:7]=[CH:8][CH:9]=1)([O-])=O.CCO.O. The catalyst is [Fe].CC(O)=O. The product is [NH2:1][C:4]1[CH:5]=[C:6]([C@H:10]([NH:12][C:13](=[O:22])[O:14][CH2:15][C:16]2[CH:17]=[CH:18][CH:19]=[CH:20][CH:21]=2)[CH3:11])[CH:7]=[CH:8][CH:9]=1. The yield is 0.610. (4) The yield is 0.550. The reactants are C([O:4][CH2:5][C:6]([CH3:53])([CH3:52])[CH2:7][N:8]1[C:14]2[CH:15]=[CH:16][C:17]([Cl:19])=[CH:18][C:13]=2[C@@H:12]([C:20]2[CH:25]=[CH:24][CH:23]=[C:22]([O:26][CH3:27])[C:21]=2[O:28][CH3:29])[O:11][C@H:10]([CH2:30][C:31]([NH:33][C:34]2[C:35]([O:49][CH3:50])=[C:36]([O:47][CH3:48])[CH:37]=[C:38]([CH2:40][CH2:41][C:42]([O:44]CC)=[O:43])[CH:39]=2)=[O:32])[C:9]1=[O:51])(=O)C.[OH-].[Na+].C(O)C. The catalyst is O. The product is [Cl:19][C:17]1[CH:16]=[CH:15][C:14]2[N:8]([CH2:7][C:6]([CH3:52])([CH3:53])[CH2:5][OH:4])[C:9](=[O:51])[C@@H:10]([CH2:30][C:31]([NH:33][C:34]3[C:35]([O:49][CH3:50])=[C:36]([O:47][CH3:48])[CH:37]=[C:38]([CH2:40][CH2:41][C:42]([OH:44])=[O:43])[CH:39]=3)=[O:32])[O:11][C@H:12]([C:20]3[CH:25]=[CH:24][CH:23]=[C:22]([O:26][CH3:27])[C:21]=3[O:28][CH3:29])[C:13]=2[CH:18]=1. (5) The reactants are [C:1]1([C:7]2[O:11][N:10]=[C:9]([C:12](O)=[O:13])[C:8]=2[C:15]([F:18])([F:17])[F:16])[CH:6]=[CH:5][CH:4]=[CH:3][CH:2]=1.N1C=CC=CC=1.N1C(F)=NC(F)=NC=1[F:27]. The catalyst is ClCCl. The product is [C:1]1([C:7]2[O:11][N:10]=[C:9]([C:12]([F:27])=[O:13])[C:8]=2[C:15]([F:18])([F:17])[F:16])[CH:6]=[CH:5][CH:4]=[CH:3][CH:2]=1. The yield is 1.00. (6) The reactants are [CH2:1]([N:5]1[C:13]2[N:12]=[CH:11][NH:10][C:9]=2[C:8](=[O:14])[N:7]2[CH:15]=[N:16][N:17]=[C:6]12)[CH2:2][CH2:3][CH3:4].[Br:18]N1C(=O)CCC1=O. The catalyst is C1COCC1. The product is [Br:18][C:11]1[NH:10][C:9]2[C:8](=[O:14])[N:7]3[CH:15]=[N:16][N:17]=[C:6]3[N:5]([CH2:1][CH2:2][CH2:3][CH3:4])[C:13]=2[N:12]=1. The yield is 0.0600.